Dataset: Peptide-MHC class I binding affinity with 185,985 pairs from IEDB/IMGT. Task: Regression. Given a peptide amino acid sequence and an MHC pseudo amino acid sequence, predict their binding affinity value. This is MHC class I binding data. (1) The peptide sequence is RLSDPRFSQ. The MHC is HLA-A02:06 with pseudo-sequence HLA-A02:06. The binding affinity (normalized) is 0.359. (2) The peptide sequence is WPEIVGAIV. The MHC is HLA-A26:01 with pseudo-sequence HLA-A26:01. The binding affinity (normalized) is 0.0847. (3) The peptide sequence is ARWLFPVYL. The MHC is HLA-A02:01 with pseudo-sequence HLA-A02:01. The binding affinity (normalized) is 0.456. (4) The peptide sequence is YMTLQAVTF. The MHC is HLA-B07:02 with pseudo-sequence HLA-B07:02. The binding affinity (normalized) is 0.0109. (5) The peptide sequence is INQIIHDFI. The MHC is HLA-A24:02 with pseudo-sequence HLA-A24:02. The binding affinity (normalized) is 0.267. (6) The peptide sequence is SSLLKNDIPM. The MHC is Mamu-A02 with pseudo-sequence Mamu-A02. The binding affinity (normalized) is 0.596.